From a dataset of NCI-60 drug combinations with 297,098 pairs across 59 cell lines. Regression. Given two drug SMILES strings and cell line genomic features, predict the synergy score measuring deviation from expected non-interaction effect. (1) Drug 1: CC1C(C(CC(O1)OC2CC(CC3=C2C(=C4C(=C3O)C(=O)C5=C(C4=O)C(=CC=C5)OC)O)(C(=O)C)O)N)O.Cl. Drug 2: CC12CCC3C(C1CCC2OP(=O)(O)O)CCC4=C3C=CC(=C4)OC(=O)N(CCCl)CCCl.[Na+]. Cell line: EKVX. Synergy scores: CSS=8.97, Synergy_ZIP=-0.726, Synergy_Bliss=-0.204, Synergy_Loewe=-4.11, Synergy_HSA=-0.147. (2) Synergy scores: CSS=13.4, Synergy_ZIP=-6.08, Synergy_Bliss=-4.87, Synergy_Loewe=-5.08, Synergy_HSA=-1.76. Drug 1: C1=CC(=CC=C1CCC2=CNC3=C2C(=O)NC(=N3)N)C(=O)NC(CCC(=O)O)C(=O)O. Drug 2: C(CC(=O)O)C(=O)CN.Cl. Cell line: HOP-92. (3) Drug 1: CC(C)NC(=O)C1=CC=C(C=C1)CNNC.Cl. Drug 2: C1CCC(C(C1)N)N.C(=O)(C(=O)[O-])[O-].[Pt+4]. Cell line: HCT116. Synergy scores: CSS=24.7, Synergy_ZIP=1.49, Synergy_Bliss=-3.10, Synergy_Loewe=-33.8, Synergy_HSA=-6.30. (4) Drug 1: C1=C(C(=O)NC(=O)N1)N(CCCl)CCCl. Cell line: U251. Synergy scores: CSS=34.0, Synergy_ZIP=5.12, Synergy_Bliss=5.08, Synergy_Loewe=10.5, Synergy_HSA=7.97. Drug 2: B(C(CC(C)C)NC(=O)C(CC1=CC=CC=C1)NC(=O)C2=NC=CN=C2)(O)O. (5) Drug 1: CC1C(C(CC(O1)OC2CC(CC3=C2C(=C4C(=C3O)C(=O)C5=C(C4=O)C(=CC=C5)OC)O)(C(=O)C)O)N)O.Cl. Drug 2: CCC1(C2=C(COC1=O)C(=O)N3CC4=CC5=C(C=CC(=C5CN(C)C)O)N=C4C3=C2)O.Cl. Cell line: UO-31. Synergy scores: CSS=14.7, Synergy_ZIP=-6.82, Synergy_Bliss=-5.73, Synergy_Loewe=-3.82, Synergy_HSA=-3.03. (6) Cell line: UACC62. Drug 1: CC1C(C(=O)NC(C(=O)N2CCCC2C(=O)N(CC(=O)N(C(C(=O)O1)C(C)C)C)C)C(C)C)NC(=O)C3=C4C(=C(C=C3)C)OC5=C(C(=O)C(=C(C5=N4)C(=O)NC6C(OC(=O)C(N(C(=O)CN(C(=O)C7CCCN7C(=O)C(NC6=O)C(C)C)C)C)C(C)C)C)N)C. Drug 2: CCC(=C(C1=CC=CC=C1)C2=CC=C(C=C2)OCCN(C)C)C3=CC=CC=C3.C(C(=O)O)C(CC(=O)O)(C(=O)O)O. Synergy scores: CSS=25.4, Synergy_ZIP=16.3, Synergy_Bliss=21.5, Synergy_Loewe=20.9, Synergy_HSA=19.8. (7) Drug 1: C1CCC(C1)C(CC#N)N2C=C(C=N2)C3=C4C=CNC4=NC=N3. Drug 2: CC1=CC=C(C=C1)C2=CC(=NN2C3=CC=C(C=C3)S(=O)(=O)N)C(F)(F)F. Cell line: IGROV1. Synergy scores: CSS=12.1, Synergy_ZIP=-2.64, Synergy_Bliss=4.57, Synergy_Loewe=5.84, Synergy_HSA=5.92. (8) Drug 1: C1=C(C(=O)NC(=O)N1)F. Drug 2: CC=C1C(=O)NC(C(=O)OC2CC(=O)NC(C(=O)NC(CSSCCC=C2)C(=O)N1)C(C)C)C(C)C. Cell line: M14. Synergy scores: CSS=54.6, Synergy_ZIP=1.21, Synergy_Bliss=-0.645, Synergy_Loewe=1.95, Synergy_HSA=2.46. (9) Drug 1: CC12CCC3C(C1CCC2=O)CC(=C)C4=CC(=O)C=CC34C. Drug 2: C1=CC=C(C=C1)NC(=O)CCCCCCC(=O)NO. Cell line: UACC-257. Synergy scores: CSS=28.9, Synergy_ZIP=-3.43, Synergy_Bliss=1.22, Synergy_Loewe=-5.02, Synergy_HSA=3.83. (10) Drug 2: C1CC(C1)(C(=O)O)C(=O)O.[NH2-].[NH2-].[Pt+2]. Synergy scores: CSS=20.5, Synergy_ZIP=-2.92, Synergy_Bliss=-0.725, Synergy_Loewe=1.67, Synergy_HSA=2.66. Cell line: ACHN. Drug 1: C1=NC2=C(N=C(N=C2N1C3C(C(C(O3)CO)O)O)F)N.